This data is from Forward reaction prediction with 1.9M reactions from USPTO patents (1976-2016). The task is: Predict the product of the given reaction. (1) Given the reactants [CH:1]([C:3]1[CH:13]=[CH:12][C:6]([C:7]([O:9][CH2:10][CH3:11])=[O:8])=[CH:5][CH:4]=1)=O.[CH3:14][C:15]1[NH:16][C:17]2[C:22]([C:23]=1[CH2:24][CH2:25][NH2:26])=[CH:21][CH:20]=[CH:19][CH:18]=2.[CH3:27][C:28]([CH2:30][C:31]([C:33](OC)=[O:34])=[O:32])=[O:29], predict the reaction product. The product is: [C:28]([C:30]1[CH:1]([C:3]2[CH:13]=[CH:12][C:6]([C:7]([O:9][CH2:10][CH3:11])=[O:8])=[CH:5][CH:4]=2)[N:26]([CH2:25][CH2:24][C:23]2[C:22]3[C:17](=[CH:18][CH:19]=[CH:20][CH:21]=3)[NH:16][C:15]=2[CH3:14])[C:33](=[O:34])[C:31]=1[OH:32])(=[O:29])[CH3:27]. (2) Given the reactants [CH3:1][C:2]1[O:3][C:4]2[C:10]3=[C:11]([S:19][CH3:20])[S:12][C:13]([C:14]([O:16]CC)=[O:15])=[C:9]3[CH2:8][CH2:7][C:5]=2[N:6]=1.C(O)C.[OH-].[Na+].Cl, predict the reaction product. The product is: [CH3:1][C:2]1[O:3][C:4]2[C:10]3=[C:11]([S:19][CH3:20])[S:12][C:13]([C:14]([OH:16])=[O:15])=[C:9]3[CH2:8][CH2:7][C:5]=2[N:6]=1. (3) Given the reactants C(O[C:6]([N:8]([CH:10]1[CH2:14][CH2:13][N:12]([S:15]([C:18]2[C:19]3[C:20]([CH3:28])=[CH:21][N:22]=[CH:23][C:24]=3[CH:25]=[CH:26][CH:27]=2)(=[O:17])=[O:16])[CH2:11]1)C)=O)(C)(C)C.CC1C2C(S([Cl:43])(=O)=O)=CC=CC=2C=NC=1.C(OC(N([C@@H]1CCNC1)C)=O)(C)(C)C.BrC1C2C(S(Cl)(=O)=O)=CC=CC=2C=NC=1.C(OC(N([C@H]1CCNC1)C)=O)(C)(C)C, predict the reaction product. The product is: [CH3:28][C:20]1[C:19]2[C:18]([S:15]([N:12]3[CH2:13][CH2:14][C@@H:10]([NH:8][CH3:6])[CH2:11]3)(=[O:17])=[O:16])=[CH:27][CH:26]=[CH:25][C:24]=2[CH:23]=[N:22][CH:21]=1.[ClH:43].